Dataset: Full USPTO retrosynthesis dataset with 1.9M reactions from patents (1976-2016). Task: Predict the reactants needed to synthesize the given product. (1) Given the product [CH3:58][C:59]1([CH3:70])[CH2:68][C@@H:67]([NH:69][C:3]([NH:25][C:26]2[CH:35]=[CH:34][CH:33]=[C:32]3[C:27]=2[CH2:28][NH:29][C:30](=[O:37])[N:31]3[CH3:36])=[O:4])[C:66]2[C:61](=[CH:62][CH:63]=[CH:64][CH:65]=2)[O:60]1, predict the reactants needed to synthesize it. The reactants are: C1C(=O)N(OC(ON2C(=O)CCC2=O)=O)[C:3](=[O:4])C1.N1C=CC=CC=1.[NH2:25][C:26]1[CH:35]=[CH:34][CH:33]=[C:32]2[C:27]=1[CH2:28][NH:29][C:30](=[O:37])[N:31]2[CH3:36].C(N(CC)C(C)C)(C)C.O[C@H](C1C=CC=CC=1)C([O-])=O.[CH3:58][C:59]1([CH3:70])[CH2:68][C@@H:67]([NH2:69])[C:66]2[C:61](=[CH:62][CH:63]=[CH:64][CH:65]=2)[O:60]1.Cl. (2) Given the product [CH3:3][N:4]1[C:8]([O:9][CH2:10][C:11]([F:14])([F:12])[F:13])=[C:7]([CH2:15][OH:16])[C:6]([C:17]([F:18])([F:20])[F:19])=[N:5]1, predict the reactants needed to synthesize it. The reactants are: [BH4-].[Na+].[CH3:3][N:4]1[C:8]([O:9][CH2:10][C:11]([F:14])([F:13])[F:12])=[C:7]([CH:15]=[O:16])[C:6]([C:17]([F:20])([F:19])[F:18])=[N:5]1.